Dataset: Forward reaction prediction with 1.9M reactions from USPTO patents (1976-2016). Task: Predict the product of the given reaction. (1) Given the reactants [Br:1][C:2]1[C:10]([OH:11])=[CH:9][C:5]([C:6]([OH:8])=[O:7])=[CH:4][C:3]=1[OH:12].Cl[Si](C)(C)[CH3:15], predict the reaction product. The product is: [Br:1][C:2]1[C:10]([OH:11])=[CH:9][C:5]([C:6]([O:8][CH3:15])=[O:7])=[CH:4][C:3]=1[OH:12]. (2) The product is: [CH3:23][O:3][CH2:4][C:5]([CH3:22])([CH3:21])[CH2:6][C@H:7]1[CH2:11][O:10][C:9]([CH3:13])([CH3:12])[N:8]1[C:14]([O:16][C:17]([CH3:20])([CH3:19])[CH3:18])=[O:15]. Given the reactants [H-].[Na+].[OH:3][CH2:4][C:5]([CH3:22])([CH3:21])[CH2:6][C@H:7]1[CH2:11][O:10][C:9]([CH3:13])([CH3:12])[N:8]1[C:14]([O:16][C:17]([CH3:20])([CH3:19])[CH3:18])=[O:15].[CH3:23]I, predict the reaction product. (3) Given the reactants Cl[C:2]1[C:7](=[O:8])[N:6]([CH3:9])N=[C:4]([C:10]2[C:11]([N:30]([CH3:35])[S:31]([CH3:34])(=[O:33])=[O:32])=[CH:12][C:13]3[O:17][C:16]([C:18]4[CH:23]=[CH:22][C:21]([F:24])=[CH:20][CH:19]=4)=[C:15]([C:25]([NH:27][CH3:28])=[O:26])[C:14]=3[CH:29]=2)[CH:3]=1.[F:36][C:37]1[CH:45]=[CH:44][CH:43]=[C:42]2[C:38]=1[CH:39]=[C:40](B1OC(C)(C)C(C)(C)O1)[NH:41]2.O1CCOC[CH2:56]1, predict the reaction product. The product is: [F:36][C:37]1[CH:45]=[CH:44][CH:43]=[C:42]2[C:38]=1[CH:39]=[C:40]([C:2]1[C:7](=[O:8])[N:6]([CH3:56])[CH:9]=[C:4]([C:10]3[C:11]([N:30]([CH3:35])[S:31]([CH3:34])(=[O:33])=[O:32])=[CH:12][C:13]4[O:17][C:16]([C:18]5[CH:23]=[CH:22][C:21]([F:24])=[CH:20][CH:19]=5)=[C:15]([C:25]([NH:27][CH3:28])=[O:26])[C:14]=4[CH:29]=3)[CH:3]=1)[NH:41]2. (4) Given the reactants [F:1][C:2]1[CH:3]=[C:4]([C:9]2[N:10]([CH2:19][CH2:20][O:21][CH3:22])[C:11](=[O:18])[C:12]([C:15]([OH:17])=O)=[CH:13][N:14]=2)[CH:5]=[C:6]([F:8])[CH:7]=1.[C:23](Cl)(=[O:27])[C:24](Cl)=O.C[C:30](=[O:38])[CH2:31][C:32](=O)[CH2:33][CH2:34][CH2:35]C.C(N(CC)CC)C.OC(C)(C)C#N, predict the reaction product. The product is: [F:8][C:6]1[CH:5]=[C:4]([C:9]2[N:10]([CH2:19][CH2:20][O:21][CH3:22])[C:11](=[O:18])[C:12]([C:15]([C:24]3[C:23](=[O:27])[CH:33]4[CH2:32][CH:31]([CH2:35][CH2:34]4)[C:30]=3[OH:38])=[O:17])=[CH:13][N:14]=2)[CH:3]=[C:2]([F:1])[CH:7]=1. (5) Given the reactants Br[C:2]1[S:3][CH:4]=[CH:5][N:6]=1.CC1(C)C(C)(C)OB([C:15]2[CH:32]=[CH:31][C:18]3[CH2:19][CH2:20][N:21]([C:24]([O:26][C:27]([CH3:30])([CH3:29])[CH3:28])=[O:25])[CH2:22][CH2:23][C:17]=3[CH:16]=2)O1.C([O-])([O-])=O.[Na+].[Na+].COCCOC, predict the reaction product. The product is: [S:3]1[CH:4]=[CH:5][N:6]=[C:2]1[C:15]1[CH:32]=[CH:31][C:18]2[CH2:19][CH2:20][N:21]([C:24]([O:26][C:27]([CH3:28])([CH3:29])[CH3:30])=[O:25])[CH2:22][CH2:23][C:17]=2[CH:16]=1. (6) Given the reactants [Cl:1][C:2]1[CH:7]=[CH:6][C:5]([C:8]2[CH:14]=[CH:13][C:11]([NH2:12])=[C:10]([N+:15]([O-])=O)[CH:9]=2)=[CH:4][CH:3]=1.[C:18]1([CH3:28])[CH:23]=[CH:22][C:21]([S:24](Cl)(=[O:26])=[O:25])=[CH:20][CH:19]=1.Cl, predict the reaction product. The product is: [Cl:1][C:2]1[CH:7]=[CH:6][C:5]([C:8]2[CH:14]=[CH:13][C:11]([NH:12][S:24]([C:21]3[CH:22]=[CH:23][C:18]([CH3:28])=[CH:19][CH:20]=3)(=[O:26])=[O:25])=[C:10]([NH:15][S:24]([C:21]3[CH:22]=[CH:23][C:18]([CH3:28])=[CH:19][CH:20]=3)(=[O:26])=[O:25])[CH:9]=2)=[CH:4][CH:3]=1. (7) Given the reactants [Cl:1][C:2]1[CH:7]=[CH:6][CH:5]=[C:4]([CH3:8])[C:3]=1[NH:9][C:10]1[NH:11][C:12]2[C:18]3[CH2:19][C:20]([CH3:23])([CH3:22])[O:21][C:17]=3[C:16]([C:24]([O:26]C)=O)=[CH:15][C:13]=2[N:14]=1.[F:28][C:29]1[C:35]([F:36])=[C:34]([F:37])[CH:33]=[CH:32][C:30]=1[NH2:31].C[Al](C)C, predict the reaction product. The product is: [Cl:1][C:2]1[CH:7]=[CH:6][CH:5]=[C:4]([CH3:8])[C:3]=1[NH:9][C:10]1[NH:11][C:12]2[C:18]3[CH2:19][C:20]([CH3:23])([CH3:22])[O:21][C:17]=3[C:16]([C:24]([NH:31][C:30]3[CH:32]=[CH:33][C:34]([F:37])=[C:35]([F:36])[C:29]=3[F:28])=[O:26])=[CH:15][C:13]=2[N:14]=1. (8) Given the reactants [F:1][C:2]1[CH:3]=[C:4]([CH:15]=[CH:16][CH:17]=1)[CH2:5][O:6][C:7]1[CH:8]=[CH:9][C:10]([CH:13]=[O:14])=[N:11][CH:12]=1.[OH:18]O, predict the reaction product. The product is: [F:1][C:2]1[CH:3]=[C:4]([CH:15]=[CH:16][CH:17]=1)[CH2:5][O:6][C:7]1[CH:8]=[CH:9][C:10]([C:13]([OH:18])=[O:14])=[N:11][CH:12]=1.